From a dataset of NCI-60 drug combinations with 297,098 pairs across 59 cell lines. Regression. Given two drug SMILES strings and cell line genomic features, predict the synergy score measuring deviation from expected non-interaction effect. (1) Drug 1: C1CN1P(=S)(N2CC2)N3CC3. Drug 2: C1=CN(C(=O)N=C1N)C2C(C(C(O2)CO)O)O.Cl. Cell line: 786-0. Synergy scores: CSS=33.2, Synergy_ZIP=-12.8, Synergy_Bliss=-3.36, Synergy_Loewe=-15.2, Synergy_HSA=1.22. (2) Drug 1: C1=C(C(=O)NC(=O)N1)F. Drug 2: C(=O)(N)NO. Cell line: HOP-92. Synergy scores: CSS=14.2, Synergy_ZIP=-4.44, Synergy_Bliss=-8.10, Synergy_Loewe=-12.2, Synergy_HSA=-5.30. (3) Drug 1: CCC1(CC2CC(C3=C(CCN(C2)C1)C4=CC=CC=C4N3)(C5=C(C=C6C(=C5)C78CCN9C7C(C=CC9)(C(C(C8N6C=O)(C(=O)OC)O)OC(=O)C)CC)OC)C(=O)OC)O.OS(=O)(=O)O. Drug 2: COCCOC1=C(C=C2C(=C1)C(=NC=N2)NC3=CC=CC(=C3)C#C)OCCOC.Cl. Cell line: NCI-H460. Synergy scores: CSS=6.18, Synergy_ZIP=2.17, Synergy_Bliss=4.56, Synergy_Loewe=1.09, Synergy_HSA=2.42. (4) Drug 1: CC1=C2C(C(=O)C3(C(CC4C(C3C(C(C2(C)C)(CC1OC(=O)C(C(C5=CC=CC=C5)NC(=O)OC(C)(C)C)O)O)OC(=O)C6=CC=CC=C6)(CO4)OC(=O)C)O)C)O. Drug 2: CC1=C(N=C(N=C1N)C(CC(=O)N)NCC(C(=O)N)N)C(=O)NC(C(C2=CN=CN2)OC3C(C(C(C(O3)CO)O)O)OC4C(C(C(C(O4)CO)O)OC(=O)N)O)C(=O)NC(C)C(C(C)C(=O)NC(C(C)O)C(=O)NCCC5=NC(=CS5)C6=NC(=CS6)C(=O)NCCC[S+](C)C)O. Cell line: SK-MEL-2. Synergy scores: CSS=35.9, Synergy_ZIP=-6.66, Synergy_Bliss=-9.77, Synergy_Loewe=-6.41, Synergy_HSA=-5.05. (5) Drug 1: C#CCC(CC1=CN=C2C(=N1)C(=NC(=N2)N)N)C3=CC=C(C=C3)C(=O)NC(CCC(=O)O)C(=O)O. Drug 2: C1CCC(C(C1)N)N.C(=O)(C(=O)[O-])[O-].[Pt+4]. Cell line: MOLT-4. Synergy scores: CSS=45.8, Synergy_ZIP=0.868, Synergy_Bliss=-4.61, Synergy_Loewe=-11.4, Synergy_HSA=-11.4. (6) Drug 1: CNC(=O)C1=CC=CC=C1SC2=CC3=C(C=C2)C(=NN3)C=CC4=CC=CC=N4. Drug 2: C(CN)CNCCSP(=O)(O)O. Cell line: OVCAR3. Synergy scores: CSS=3.48, Synergy_ZIP=5.51, Synergy_Bliss=8.58, Synergy_Loewe=3.89, Synergy_HSA=2.08. (7) Drug 1: C1=CC=C(C=C1)NC(=O)CCCCCCC(=O)NO. Drug 2: CC1=C(C(=O)C2=C(C1=O)N3CC4C(C3(C2COC(=O)N)OC)N4)N. Cell line: NCI-H226. Synergy scores: CSS=23.1, Synergy_ZIP=-5.95, Synergy_Bliss=-0.370, Synergy_Loewe=-14.1, Synergy_HSA=-1.36.